From a dataset of Forward reaction prediction with 1.9M reactions from USPTO patents (1976-2016). Predict the product of the given reaction. Given the reactants FC(F)(F)C([N:5]1[CH2:11][CH:10]([CH:12]2[CH2:14][CH2:13]2)[C:9]2[CH:15]=[C:16]([Br:21])[C:17]([O:19][CH3:20])=[CH:18][C:8]=2[CH2:7][CH2:6]1)=O.[OH-].[Na+], predict the reaction product. The product is: [Br:21][C:16]1[C:17]([O:19][CH3:20])=[CH:18][C:8]2[CH2:7][CH2:6][NH:5][CH2:11][CH:10]([CH:12]3[CH2:14][CH2:13]3)[C:9]=2[CH:15]=1.